Dataset: Full USPTO retrosynthesis dataset with 1.9M reactions from patents (1976-2016). Task: Predict the reactants needed to synthesize the given product. (1) Given the product [NH:16]1[C:24]2[C:19](=[CH:20][CH:21]=[C:22]([NH:25]/[CH:3]=[C:4]3\[C:5](=[O:15])[NH:6][C:7](=[O:14])[C:8]4[C:13]\3=[CH:12][CH:11]=[CH:10][CH:9]=4)[CH:23]=2)[CH:18]=[N:17]1, predict the reactants needed to synthesize it. The reactants are: CO[CH:3]=[C:4]1[C:13]2[C:8](=[CH:9][CH:10]=[CH:11][CH:12]=2)[C:7](=[O:14])[NH:6][C:5]1=[O:15].[NH:16]1[C:24]2[C:19](=[CH:20][CH:21]=[C:22]([NH2:25])[CH:23]=2)[CH:18]=[N:17]1. (2) Given the product [CH3:38][O:39][CH2:40][O:41][C:42]1[CH:43]=[C:44]([NH:45][C:12]([C:15]2[CH:16]=[C:17]([CH:35]=[CH:36][CH:37]=2)[CH:18]=[C:19]2[S:23][C:22](=[O:24])[N:21]([CH2:25][C:26]3[CH:31]=[CH:30][C:29]([Cl:32])=[C:28]([Cl:33])[CH:27]=3)[C:20]2=[O:34])=[O:13])[CH:46]=[CH:47][C:48]=1[O:49][CH2:50][O:51][CH3:52], predict the reactants needed to synthesize it. The reactants are: P(Cl)(Cl)(Cl)=O.N1C=CC=CC=1.[C:12]([C:15]1[CH:16]=[C:17]([CH:35]=[CH:36][CH:37]=1)[CH:18]=[C:19]1[S:23][C:22](=[O:24])[N:21]([CH2:25][C:26]2[CH:31]=[CH:30][C:29]([Cl:32])=[C:28]([Cl:33])[CH:27]=2)[C:20]1=[O:34])(O)=[O:13].[CH3:38][O:39][CH2:40][O:41][C:42]1[CH:43]=[C:44]([CH:46]=[CH:47][C:48]=1[O:49][CH2:50][O:51][CH3:52])[NH2:45]. (3) Given the product [Cl:1][C:2]1[C:3]([C:16]2[C:21]([F:22])=[CH:20][N:19]=[C:18]([NH2:25])[CH:17]=2)=[N:4][C:5]([NH:8][CH2:9][CH:10]2[CH2:15][CH2:14][O:13][CH2:12][CH2:11]2)=[CH:6][CH:7]=1, predict the reactants needed to synthesize it. The reactants are: [Cl:1][C:2]1[C:3]([C:16]2[C:21]([F:22])=[CH:20][N:19]=[C:18](F)[CH:17]=2)=[N:4][C:5]([NH:8][CH2:9][CH:10]2[CH2:15][CH2:14][O:13][CH2:12][CH2:11]2)=[CH:6][CH:7]=1.[OH-].[NH4+:25]. (4) Given the product [CH3:28][O:29][NH:30][C:22]([C:4]1[N:3]=[C:2]([Cl:1])[C:7]([C:8]2[C:9]([F:16])=[CH:10][C:11]([F:15])=[CH:12][C:13]=2[F:14])=[C:6]([N:17]2[CH2:21][CH2:20][CH2:19][O:18]2)[N:5]=1)=[NH:23], predict the reactants needed to synthesize it. The reactants are: [Cl:1][C:2]1[C:7]([C:8]2[C:13]([F:14])=[CH:12][C:11]([F:15])=[CH:10][C:9]=2[F:16])=[C:6]([N:17]2[CH2:21][CH2:20][CH2:19][O:18]2)[N:5]=[C:4]([C:22]#[N:23])[N:3]=1.C[O-].[Na+].Cl.[CH3:28][O:29][NH2:30]. (5) Given the product [OH:8][C:9]1[CH:10]=[CH:11][C:12]([NH:15][C:16]2[C:17]3[CH2:25][CH2:24][N:23]([C:26]4[CH:33]=[CH:32][C:29]([C:30]#[N:31])=[C:28]([C:34]([F:37])([F:36])[F:35])[CH:27]=4)[CH2:22][C:18]=3[N:19]=[CH:20][N:21]=2)=[CH:13][CH:14]=1, predict the reactants needed to synthesize it. The reactants are: C([O:8][C:9]1[CH:14]=[CH:13][C:12]([NH:15][C:16]2[C:17]3[CH2:25][CH2:24][N:23]([C:26]4[CH:33]=[CH:32][C:29]([C:30]#[N:31])=[C:28]([C:34]([F:37])([F:36])[F:35])[CH:27]=4)[CH2:22][C:18]=3[N:19]=[CH:20][N:21]=2)=[CH:11][CH:10]=1)C1C=CC=CC=1.C([O-])=O.[NH4+].